Regression. Given two drug SMILES strings and cell line genomic features, predict the synergy score measuring deviation from expected non-interaction effect. From a dataset of NCI-60 drug combinations with 297,098 pairs across 59 cell lines. Drug 1: CC1C(C(CC(O1)OC2CC(CC3=C2C(=C4C(=C3O)C(=O)C5=C(C4=O)C(=CC=C5)OC)O)(C(=O)C)O)N)O.Cl. Drug 2: C(=O)(N)NO. Cell line: T-47D. Synergy scores: CSS=21.8, Synergy_ZIP=7.50, Synergy_Bliss=13.7, Synergy_Loewe=-9.24, Synergy_HSA=12.3.